Task: Predict the reaction yield, written as a fraction of the theoretical maximum amount of product (1.0 means a 100% yield; for example, 0.34 means a 34% yield).. Dataset: Reaction yield outcomes from USPTO patents with 853,638 reactions (1) The yield is 0.750. The product is [CH3:1][N:2]1[C@@H:18]2[CH2:19][C:7]3[CH:8]=[CH:9][C:10]([O:22][CH3:23])=[C:11]4[O:12][CH:13]5[C:14]([CH:15]=[CH:16][C@:17]2([OH:24])[C@:5]5([C:6]=34)[CH2:4][CH2:3]1)=[O:20]. The reactants are [CH3:1][N:2]1[C@@H:18]2[CH2:19][C:7]3[CH:8]=[CH:9][C:10]([O:22][CH3:23])=[C:11]4[O:12][C@H:13]5[C:14]([O:20]C)=[CH:15][CH:16]=[C:17]2[C@:5]5([C:6]=34)[CH2:4][CH2:3]1.[OH:24]O.[OH-].[NH4+]. The catalyst is C(O)=O. (2) The reactants are [CH:1]1[CH:2]=[CH:3][C:4]2[S:9][N:8]=[C:7]([N:10]3[CH2:15][CH2:14][N:13]([CH2:16][C@H:17]4[C@H:22]([CH2:23][N:24]5[C:34](=[O:35])[C@H:33]6[C@H:27]([C@H:28]7[CH2:32][C@@H:31]6[CH2:30][CH2:29]7)[C:25]5=[O:26])[CH2:21][CH2:20][CH2:19][CH2:18]4)[CH2:12][CH2:11]3)[C:5]=2[CH:6]=1.[ClH:36]. The catalyst is C(OCC)(=O)C.CC(O)C. The product is [CH:1]1[CH:2]=[CH:3][C:4]2[S:9][N:8]=[C:7]([N:10]3[CH2:15][CH2:14][N:13]([CH2:16][C@H:17]4[C@H:22]([CH2:23][N:24]5[C:34](=[O:35])[C@H:33]6[C@H:27]([C@H:28]7[CH2:32][C@@H:31]6[CH2:30][CH2:29]7)[C:25]5=[O:26])[CH2:21][CH2:20][CH2:19][CH2:18]4)[CH2:12][CH2:11]3)[C:5]=2[CH:6]=1.[ClH:36]. The yield is 1.05. (3) The reactants are [Cl-].O[NH3+:3].[C:4](=[O:7])([O-])[OH:5].[Na+].CS(C)=O.[CH3:13][C:14]1[CH:15]=[N:16][N:17]2[C:22]([CH2:23][CH2:24][CH3:25])=[C:21]([CH2:26][C:27]3[CH:32]=[CH:31][C:30]([C:33]4[C:34]([C:39]#[N:40])=[CH:35][CH:36]=[CH:37][CH:38]=4)=[CH:29][CH:28]=3)[C:20](=[O:41])[N:19]([CH:42]3[CH2:47][CH2:46][O:45][CH2:44][CH2:43]3)[C:18]=12. The catalyst is C(OCC)(=O)C. The product is [CH3:13][C:14]1[CH:15]=[N:16][N:17]2[C:22]([CH2:23][CH2:24][CH3:25])=[C:21]([CH2:26][C:27]3[CH:28]=[CH:29][C:30]([C:33]4[CH:38]=[CH:37][CH:36]=[CH:35][C:34]=4[C:39]4[NH:3][C:4](=[O:7])[O:5][N:40]=4)=[CH:31][CH:32]=3)[C:20](=[O:41])[N:19]([CH:42]3[CH2:47][CH2:46][O:45][CH2:44][CH2:43]3)[C:18]=12. The yield is 0.580. (4) The reactants are Br[C:2]1[CH:3]=[C:4]([C:23]2[O:27][N:26]=[C:25]([C:28]3[CH:33]=[CH:32][C:31]([CH3:34])=[CH:30][CH:29]=3)[CH:24]=2)[C:5]([N:8]([C:16]([O:18][C:19]([CH3:22])([CH3:21])[CH3:20])=[O:17])[C:9](=[O:15])[O:10][C:11]([CH3:14])([CH3:13])[CH3:12])=[N:6][CH:7]=1.[B:35]1([B:35]2[O:39][C:38]([CH3:41])([CH3:40])[C:37]([CH3:43])([CH3:42])[O:36]2)[O:39][C:38]([CH3:41])([CH3:40])[C:37]([CH3:43])([CH3:42])[O:36]1.CC([O-])=O.[K+].C(Cl)Cl. The catalyst is O1CCOCC1.CCOC(C)=O.[Cl-].[Na+].O. The product is [C:11]([O:10][C:9]([N:8]([C:5]1[C:4]([C:23]2[O:27][N:26]=[C:25]([C:28]3[CH:33]=[CH:32][C:31]([CH3:34])=[CH:30][CH:29]=3)[CH:24]=2)=[CH:3][C:2]([B:35]2[O:39][C:38]([CH3:41])([CH3:40])[C:37]([CH3:43])([CH3:42])[O:36]2)=[CH:7][N:6]=1)[C:16](=[O:17])[O:18][C:19]([CH3:22])([CH3:21])[CH3:20])=[O:15])([CH3:14])([CH3:13])[CH3:12]. The yield is 0.830. (5) The reactants are [O:1]1[CH2:5][CH2:4][C@H:3]([OH:6])[CH2:2]1.[Br:7][C:8]1[C:13]([CH3:14])=[CH:12][C:11](O)=[CH:10][C:9]=1[CH3:16].C1(P(C2C=CC=CC=2)C2C=CC=CC=2)C=CC=CC=1.N(C(OC(C)C)=O)=NC(OC(C)C)=O. The catalyst is ClCCl. The product is [Br:7][C:8]1[C:13]([CH3:14])=[CH:12][C:11]([O:6][C@@H:3]2[CH2:4][CH2:5][O:1][CH2:2]2)=[CH:10][C:9]=1[CH3:16]. The yield is 0.739. (6) The reactants are [F:1][C:2]1[CH:10]=[C:9]([N+:11]([O-:13])=[O:12])[C:8]([O:14][CH3:15])=[CH:7][C:3]=1[C:4]([OH:6])=O.[NH2:16][CH:17]1[CH2:22][CH2:21][N:20]([CH3:23])[CH2:19][CH2:18]1.CCN(C(C)C)C(C)C.CN(C(ON1N=NC2C=CC=NC1=2)=[N+](C)C)C.F[P-](F)(F)(F)(F)F. The catalyst is CC(N(C)C)=O. The product is [F:1][C:2]1[CH:10]=[C:9]([N+:11]([O-:13])=[O:12])[C:8]([O:14][CH3:15])=[CH:7][C:3]=1[C:4]([NH:16][CH:17]1[CH2:22][CH2:21][N:20]([CH3:23])[CH2:19][CH2:18]1)=[O:6]. The yield is 1.00. (7) The reactants are [N+:1]([C:4]1[CH:5]=[C:6]([NH:18][C:19](=[O:30])[C:20]2[CH:25]=[CH:24][CH:23]=[C:22]([C:26]([F:29])([F:28])[F:27])[CH:21]=2)[CH:7]=[CH:8][C:9]=1[S:10][C:11]1[CH:16]=[CH:15][C:14]([CH3:17])=[CH:13][CH:12]=1)([O-])=O.[NH4+].[Cl-]. The catalyst is [Fe]. The product is [NH2:1][C:4]1[CH:5]=[C:6]([NH:18][C:19](=[O:30])[C:20]2[CH:25]=[CH:24][CH:23]=[C:22]([C:26]([F:29])([F:27])[F:28])[CH:21]=2)[CH:7]=[CH:8][C:9]=1[S:10][C:11]1[CH:12]=[CH:13][C:14]([CH3:17])=[CH:15][CH:16]=1. The yield is 0.730.